From a dataset of Reaction yield outcomes from USPTO patents with 853,638 reactions. Predict the reaction yield, written as a fraction of the theoretical maximum amount of product (1.0 means a 100% yield; for example, 0.34 means a 34% yield). (1) The reactants are [CH2:1]([O:3][C:4](=[O:32])[CH2:5][O:6][C:7]1[C:8]([CH2:13][NH:14][C:15](=O)[CH2:16][C:17]([N:20]2[C:28](=[O:29])[C:27]3[C:22](=[CH:23][CH:24]=[CH:25][CH:26]=3)[C:21]2=[O:30])([CH3:19])[CH3:18])=[N:9][CH:10]=[CH:11][CH:12]=1)[CH3:2]. The catalyst is P(Cl)(Cl)(Cl)=O. The product is [CH2:1]([O:3][C:4](=[O:32])[CH2:5][O:6][C:7]1[C:8]2[N:9]([C:15]([CH2:16][C:17]([N:20]3[C:28](=[O:29])[C:27]4[C:22](=[CH:23][CH:24]=[CH:25][CH:26]=4)[C:21]3=[O:30])([CH3:19])[CH3:18])=[N:14][CH:13]=2)[CH:10]=[CH:11][CH:12]=1)[CH3:2]. The yield is 0.550. (2) The reactants are [CH3:1][O:2][C:3]([NH:5][C@@H:6]([CH3:19])[C:7]([C:9]1[CH:14]=[C:13]([O:15][CH3:16])[CH:12]=[CH:11][C:10]=1[O:17][CH3:18])=[O:8])=[O:4].C[SiH](C)C1C=CC=CC=1.C(O)(C(F)(F)F)=O. The catalyst is C(Cl)Cl. The product is [CH3:1][O:2][C:3]([NH:5][C@@H:6]([CH3:19])[C@@H:7]([C:9]1[CH:14]=[C:13]([O:15][CH3:16])[CH:12]=[CH:11][C:10]=1[O:17][CH3:18])[OH:8])=[O:4]. The yield is 0.750.